Dataset: Full USPTO retrosynthesis dataset with 1.9M reactions from patents (1976-2016). Task: Predict the reactants needed to synthesize the given product. (1) Given the product [CH:18]1([C:10]2[N:11]3[CH:16]=[CH:15][N:14]=[C:13]([NH2:17])[C:12]3=[C:8]([C:5]3[CH:6]=[CH:7][C:2]([O:29][C:26]4[CH:27]=[CH:28][C:23]([F:22])=[CH:24][CH:25]=4)=[CH:3][CH:4]=3)[N:9]=2)[CH2:21][CH2:20][CH2:19]1, predict the reactants needed to synthesize it. The reactants are: Br[C:2]1[CH:7]=[CH:6][C:5]([C:8]2[N:9]=[C:10]([CH:18]3[CH2:21][CH2:20][CH2:19]3)[N:11]3[CH:16]=[CH:15][N:14]=[C:13]([NH2:17])[C:12]=23)=[CH:4][CH:3]=1.[F:22][C:23]1[CH:28]=[CH:27][C:26]([OH:29])=[CH:25][CH:24]=1.C([O-])([O-])=O.[Cs+].[Cs+].Cl.CN(C)CC(O)=O. (2) Given the product [Si:1]([O:18][CH2:19][C:20]1[S:24][C:23]([CH2:25][OH:26])=[N:22][N:21]=1)([C:14]([CH3:15])([CH3:16])[CH3:17])([C:2]1[CH:7]=[CH:6][CH:5]=[CH:4][CH:3]=1)[C:8]1[CH:13]=[CH:12][CH:11]=[CH:10][CH:9]=1, predict the reactants needed to synthesize it. The reactants are: [Si:1]([O:18][CH2:19][C:20]1[S:24][C:23]([C:25](OCC)=[O:26])=[N:22][N:21]=1)([C:14]([CH3:17])([CH3:16])[CH3:15])([C:8]1[CH:13]=[CH:12][CH:11]=[CH:10][CH:9]=1)[C:2]1[CH:7]=[CH:6][CH:5]=[CH:4][CH:3]=1.[BH4-].[Na+].[Cl-].[NH4+]. (3) Given the product [F:13][C:14]1[CH:19]=[CH:18][C:17]([CH:20]([C:27]2[CH:28]=[CH:29][C:30]([F:33])=[CH:31][CH:32]=2)[O:21][CH:22]([N:1]2[CH2:6][CH2:5][NH:4][CH2:3][CH2:2]2)[CH2:23][CH2:24][CH3:25])=[CH:16][CH:15]=1, predict the reactants needed to synthesize it. The reactants are: [NH:1]1[CH2:6][CH2:5][NH:4][CH2:3][CH2:2]1.C([O-])([O-])=O.[K+].[K+].[F:13][C:14]1[CH:19]=[CH:18][C:17]([CH:20]([C:27]2[CH:32]=[CH:31][C:30]([F:33])=[CH:29][CH:28]=2)[O:21][CH2:22][CH2:23][CH2:24][CH2:25]Cl)=[CH:16][CH:15]=1.C(OCC)(=O)C.